From a dataset of Full USPTO retrosynthesis dataset with 1.9M reactions from patents (1976-2016). Predict the reactants needed to synthesize the given product. Given the product [Cl:12][C:13]1[CH:18]=[CH:17][C:16]([C@@H:19]2[O:25][CH2:24][CH2:23][N:22]([C:26]([O:28][C:29]([CH3:31])([CH3:30])[CH3:32])=[O:27])[CH2:21][C@H:20]2[CH2:33][N:5]2[CH:6]=[CH:7][CH:8]=[CH:9][C:4]2=[O:3])=[CH:15][C:14]=1[F:39], predict the reactants needed to synthesize it. The reactants are: [H-].[Na+].[OH:3][C:4]1[CH:9]=[CH:8][CH:7]=[CH:6][N:5]=1.[Br-].[Li+].[Cl:12][C:13]1[CH:18]=[CH:17][C:16]([C@@H:19]2[O:25][CH2:24][CH2:23][N:22]([C:26]([O:28][C:29]([CH3:32])([CH3:31])[CH3:30])=[O:27])[CH2:21][C@H:20]2[CH2:33]OS(C)(=O)=O)=[CH:15][C:14]=1[F:39].